Task: Predict the product of the given reaction.. Dataset: Forward reaction prediction with 1.9M reactions from USPTO patents (1976-2016) (1) Given the reactants CC1[N:3](CC(C)C)C2C3C=CC(OCCC4CCNCC4)=CC=3N=C(N)C=2N=1.[CH3:29][C:30]1[N:31]([CH2:61][CH:62]([CH3:64])[CH3:63])[C:32]2[C:41]3[CH:40]=[CH:39][C:38]([O:42][CH2:43][CH2:44][CH:45]4[CH2:50][CH2:49][N:48]([C:51]([N:53]5[CH2:58][CH2:57][O:56][CH2:55][CH2:54]5)=[O:52])[CH2:47][CH2:46]4)=[CH:37][C:36]=3[N:35]=[C:34](N)[C:33]=2[N:60]=1, predict the reaction product. The product is: [CH3:29][C:30]1([NH2:3])[NH:60][C:33]2[CH:34]=[N:35][C:36]3[CH:37]=[C:38]([O:42][CH2:43][CH2:44][CH:45]4[CH2:50][CH2:49][N:48]([C:51]([N:53]5[CH2:58][CH2:57][O:56][CH2:55][CH2:54]5)=[O:52])[CH2:47][CH2:46]4)[CH:39]=[CH:40][C:41]=3[C:32]=2[N:31]1[CH2:61][CH:62]([CH3:64])[CH3:63]. (2) Given the reactants [CH3:1][O:2][C:3]1[CH:8]=[CH:7][C:6]([C:9]2(O)[C:14]([CH3:16])([CH3:15])[CH2:13][CH2:12][N:11]3[CH:17]=[N:18][CH:19]=[C:10]23)=[CH:5][CH:4]=1.S(=O)(=O)(O)O, predict the reaction product. The product is: [CH3:1][O:2][C:3]1[CH:8]=[CH:7][C:6]([CH:9]2[C:14]([CH3:16])([CH3:15])[CH2:13][CH2:12][N:11]3[CH:17]=[N:18][CH:19]=[C:10]23)=[CH:5][CH:4]=1. (3) Given the reactants [O:1]=[C:2]1[C:10]2([CH2:14][O:13][C:12]3[CH:15]=[C:16]4[C:20](=[CH:21][C:11]2=3)[CH2:19][CH2:18][O:17]4)[C:9]2[C:4](=[CH:5][CH:6]=[CH:7][CH:8]=2)[N:3]1[CH2:22][C@@H:23]1[CH2:27][CH2:26][CH2:25][N:24]1C(OC(C)(C)C)=O.FC(F)(F)C(O)=O.[OH-].[Na+], predict the reaction product. The product is: [NH:24]1[CH2:25][CH2:26][CH2:27][C@H:23]1[CH2:22][N:3]1[C:4]2[C:9](=[CH:8][CH:7]=[CH:6][CH:5]=2)[C:10]2([CH2:14][O:13][C:12]3[CH:15]=[C:16]4[C:20](=[CH:21][C:11]2=3)[CH2:19][CH2:18][O:17]4)[C:2]1=[O:1]. (4) Given the reactants [H-].[Al+3].[Li+].[H-].[H-].[H-].[NH2:7][C:8]1[C:13]([C:14](O)=[O:15])=[CH:12][CH:11]=[CH:10][N:9]=1.O.[Na], predict the reaction product. The product is: [NH2:7][C:8]1[C:13]([CH2:14][OH:15])=[CH:12][CH:11]=[CH:10][N:9]=1. (5) Given the reactants [F:1][C:2]([F:13])([F:12])[O:3][C:4]1[CH:9]=[CH:8][C:7]([CH2:10]O)=[CH:6][CH:5]=1.P(Br)(Br)[Br:15].O, predict the reaction product. The product is: [Br:15][CH2:10][C:7]1[CH:8]=[CH:9][C:4]([O:3][C:2]([F:13])([F:12])[F:1])=[CH:5][CH:6]=1. (6) Given the reactants [CH2:1]([CH:3]([N:6]1[C:18]2[C:17]3[CH:16]=[CH:15][C:14](I)=[CH:13][C:12]=3[N:11]=[C:10]([C:20]3C(C)=CC(C)=CC=3C)[C:9]=2[CH:8]=[CH:7]1)[CH2:4][CH3:5])[CH3:2].[C:29]1([CH3:41])[CH:34]=[C:33]([CH3:35])[CH:32]=[C:31]([CH3:36])[C:30]=1OB(O)O.O.O.O.O.O.O.O.O.[OH-].[Ba+2].[OH-], predict the reaction product. The product is: [CH2:1]([CH:3]([N:6]1[C:18]2[C:17]3[CH:16]=[CH:15][C:14]([C:30]4[C:31]([CH3:36])=[CH:32][C:33]([CH3:35])=[CH:34][C:29]=4[CH3:41])=[CH:13][C:12]=3[N:11]=[C:10]([CH3:20])[C:9]=2[CH:8]=[CH:7]1)[CH2:4][CH3:5])[CH3:2]. (7) Given the reactants [CH3:1][N:2]1[CH2:8][C:6](=[O:7])[NH:5][C:3]1=[O:4].CC([O-])(C)C.[K+].Br[CH2:16][C:17]1[CH:18]=[C:19]([C:23]2[CH:27]=[C:26]([CH2:28][CH:29]([CH3:31])[CH3:30])[S:25][C:24]=2[S:32]([NH:35][C:36]([CH3:39])([CH3:38])[CH3:37])(=[O:34])=[O:33])[CH:20]=[CH:21][CH:22]=1, predict the reaction product. The product is: [CH3:1][N:2]1[CH2:8][C:6](=[O:7])[N:5]([CH2:16][C:17]2[CH:18]=[C:19]([C:23]3[CH:27]=[C:26]([CH2:28][CH:29]([CH3:31])[CH3:30])[S:25][C:24]=3[S:32]([NH:35][C:36]([CH3:38])([CH3:37])[CH3:39])(=[O:33])=[O:34])[CH:20]=[CH:21][CH:22]=2)[C:3]1=[O:4]. (8) Given the reactants [CH3:1][NH:2][S:3]([C:6]1[CH:11]=[CH:10][C:9]([O:12][CH2:13][C:14]#[C:15][CH3:16])=[CH:8][CH:7]=1)(=[O:5])=[O:4].Br[CH:18]([C:23]1[CH:28]=[CH:27][C:26]([Cl:29])=[CH:25][CH:24]=1)[C:19]([O:21][CH3:22])=[O:20].C(=O)([O-])[O-].[K+].[K+].O, predict the reaction product. The product is: [CH2:13]([O:12][C:9]1[CH:10]=[CH:11][C:6]([S:3]([N:2]([CH3:1])[CH:18]([C:23]2[CH:28]=[CH:27][C:26]([Cl:29])=[CH:25][CH:24]=2)[C:19]([O:21][CH3:22])=[O:20])(=[O:5])=[O:4])=[CH:7][CH:8]=1)[C:14]#[C:15][CH3:16]. (9) Given the reactants [CH2:1]([C:5]1[CH:11]=[CH:10][C:8]([NH2:9])=[CH:7][CH:6]=1)[CH2:2][CH2:3][CH3:4].N([O-])=O.[Na+].C[N:17](C1C=CC(C=O)=CC=1)C.[CH2:27]([N:31]([CH2:38][CH2:39][CH2:40][CH3:41])[C:32]1[CH:37]=[CH:36][CH:35]=[CH:34][CH:33]=1)[CH2:28][CH2:29][CH3:30], predict the reaction product. The product is: [CH2:27]([N:31]([CH2:38][CH2:39][CH2:40][CH3:41])[C:32]1[CH:37]=[CH:36][C:35](/[N:17]=[N:9]/[C:8]2[CH:7]=[CH:6][C:5]([CH2:1][CH2:2][CH2:3][CH3:4])=[CH:11][CH:10]=2)=[CH:34][CH:33]=1)[CH2:28][CH2:29][CH3:30].